Dataset: Reaction yield outcomes from USPTO patents with 853,638 reactions. Task: Predict the reaction yield, written as a fraction of the theoretical maximum amount of product (1.0 means a 100% yield; for example, 0.34 means a 34% yield). (1) The reactants are [CH3:1][C:2]1[CH:7]=[C:6]([O:8][CH2:9][C:10]2[CH:15]=[CH:14][CH:13]=[CH:12][N:11]=2)[CH:5]=[CH:4][C:3]=1[CH2:16][OH:17]. The catalyst is [O-2].[O-2].[Mn+4].C(Cl)(Cl)Cl. The product is [CH3:1][C:2]1[CH:7]=[C:6]([O:8][CH2:9][C:10]2[CH:15]=[CH:14][CH:13]=[CH:12][N:11]=2)[CH:5]=[CH:4][C:3]=1[CH:16]=[O:17]. The yield is 0.990. (2) The reactants are [CH3:1][O:2][C@@H:3]([C@@H:33]([N:38]([CH3:46])[C:39](=[O:45])[C@H:40]([CH:42]([CH3:44])[CH3:43])[NH2:41])[C@@H:34]([CH3:37])[CH2:35][CH3:36])[CH2:4][C:5]([N:7]1[CH2:11][CH2:10][CH2:9][C@H:8]1[C@H:12]([O:31][CH3:32])[C@@H:13]([CH3:30])[C:14](=[O:29])[NH:15][C@H:16]([C:24]1[S:25][CH:26]=[CH:27][N:28]=1)[CH2:17][C:18]1[CH:23]=[CH:22][CH:21]=[CH:20][CH:19]=1)=[O:6].F[P-](F)(F)(F)(F)F.Br[P+](N(C)C)(N(C)C)N(C)C.C(N(C(C)C)CC)(C)C.[NH2:74][C:75]1([C:78](O)=[O:79])[CH2:77][CH2:76]1. The catalyst is ClCCl. The product is [NH2:74][C:75]1([C:78]([NH:41][C@H:40]([C:39]([N:38]([C@@H:33]([C@@H:34]([CH3:37])[CH2:35][CH3:36])[C@H:3]([O:2][CH3:1])[CH2:4][C:5]([N:7]2[CH2:11][CH2:10][CH2:9][C@H:8]2[C@H:12]([O:31][CH3:32])[C@@H:13]([CH3:30])[C:14](=[O:29])[NH:15][C@H:16]([C:24]2[S:25][CH:26]=[CH:27][N:28]=2)[CH2:17][C:18]2[CH:19]=[CH:20][CH:21]=[CH:22][CH:23]=2)=[O:6])[CH3:46])=[O:45])[CH:42]([CH3:44])[CH3:43])=[O:79])[CH2:77][CH2:76]1. The yield is 0.340. (3) The reactants are [C:1](=[NH:20])([O:3][CH2:4][CH2:5][C:6]1[CH:11]=[CH:10][C:9]([O:12][C:13]2[CH:18]=[CH:17][C:16]([F:19])=[CH:15][CH:14]=2)=[CH:8][CH:7]=1)[NH2:2].[CH:21]([CH:23]([CH2:28][C:29]1[CH:30]=[N:31][C:32]([O:35][CH3:36])=[N:33][CH:34]=1)[C:24](OC)=O)=[O:22].C([O-])([O-])=O.[K+].[K+]. The catalyst is CN1C(=O)CCC1. The product is [F:19][C:16]1[CH:17]=[CH:18][C:13]([O:12][C:9]2[CH:8]=[CH:7][C:6]([CH2:5][CH2:4][O:3][C:1]3[NH:2][CH:24]=[C:23]([CH2:28][C:29]4[CH:30]=[N:31][C:32]([O:35][CH3:36])=[N:33][CH:34]=4)[C:21](=[O:22])[N:20]=3)=[CH:11][CH:10]=2)=[CH:14][CH:15]=1. The yield is 0.183. (4) The reactants are [CH3:1][O:2][C:3]1[CH:4]=[C:5]([CH2:15][CH2:16][CH2:17][CH2:18][CH2:19][CH2:20][CH2:21][CH2:22][C:23]2[CH:28]=[CH:27][C:26]([NH:29]C(=O)C)=[CH:25][CH:24]=2)[C:6]2[C:11]([C:12]=1[O:13][CH3:14])=[CH:10][CH:9]=[CH:8][CH:7]=2.Cl. The catalyst is CO. The product is [CH3:1][O:2][C:3]1[CH:4]=[C:5]([CH2:15][CH2:16][CH2:17][CH2:18][CH2:19][CH2:20][CH2:21][CH2:22][C:23]2[CH:24]=[CH:25][C:26]([NH2:29])=[CH:27][CH:28]=2)[C:6]2[C:11]([C:12]=1[O:13][CH3:14])=[CH:10][CH:9]=[CH:8][CH:7]=2. The yield is 0.750.